This data is from Full USPTO retrosynthesis dataset with 1.9M reactions from patents (1976-2016). The task is: Predict the reactants needed to synthesize the given product. (1) Given the product [CH:1]1[C:10]2[C:5](=[CH:6][CH:7]=[CH:8][CH:9]=2)[CH:4]=[CH:3][C:2]=1[CH2:11][C@H:12]([O:17][C:18](=[O:51])[C@@H:19]([NH:33][C:34](=[O:50])[C:35]1[CH:40]=[CH:39][CH:38]=[CH:37][C:36]=1[CH2:41][CH2:42][C:43]([OH:45])=[O:44])[CH2:20][CH2:21][CH2:22][C:23]([O:25][CH2:26][C:27]1[CH:28]=[CH:29][CH:30]=[CH:31][CH:32]=1)=[O:24])[CH2:13][C:14]([NH2:16])=[O:15], predict the reactants needed to synthesize it. The reactants are: [CH:1]1[C:10]2[C:5](=[CH:6][CH:7]=[CH:8][CH:9]=2)[CH:4]=[CH:3][C:2]=1[CH2:11][C@H:12]([O:17][C:18](=[O:51])[C@@H:19]([NH:33][C:34](=[O:50])[C:35]1[CH:40]=[CH:39][CH:38]=[CH:37][C:36]=1[CH2:41][CH2:42][C:43]([O:45]C(C)(C)C)=[O:44])[CH2:20][CH2:21][CH2:22][C:23]([O:25][CH2:26][C:27]1[CH:32]=[CH:31][CH:30]=[CH:29][CH:28]=1)=[O:24])[CH2:13][C:14]([NH2:16])=[O:15]. (2) Given the product [Br:1][C:2]1[CH:8]=[CH:7][C:5]([NH:6][C:20](=[O:21])[O:19][C:16]([CH3:18])([CH3:17])[CH3:15])=[CH:4][C:3]=1[F:9], predict the reactants needed to synthesize it. The reactants are: [Br:1][C:2]1[CH:8]=[CH:7][C:5]([NH2:6])=[CH:4][C:3]=1[F:9].C([O-])(O)=O.[Na+].[CH3:15][C:16]([O:19][C:20](O[C:20]([O:19][C:16]([CH3:18])([CH3:17])[CH3:15])=[O:21])=[O:21])([CH3:18])[CH3:17]. (3) Given the product [N:11]1[NH:12][N:8]=[N:9][C:10]=1[C:13]1[CH:14]=[C:15]([C:19]2[N:20]=[CH:21][N:22]([C:24]([N:26]([CH:28]3[CH2:33][CH2:32][CH2:31][CH2:30][CH2:29]3)[CH3:27])=[O:25])[CH:23]=2)[CH:16]=[CH:17][CH:18]=1, predict the reactants needed to synthesize it. The reactants are: C([N:8]1[N:12]=[N:11][C:10]([C:13]2[CH:14]=[C:15]([C:19]3[N:20]=[CH:21][N:22]([C:24]([N:26]([CH:28]4[CH2:33][CH2:32][CH2:31][CH2:30][CH2:29]4)[CH3:27])=[O:25])[CH:23]=3)[CH:16]=[CH:17][CH:18]=2)=[N:9]1)C1C=CC=CC=1.C1CCCCC=1. (4) Given the product [CH3:1][O:2][C:3]1[CH:8]=[C:7]([O:9][CH3:10])[CH:6]=[CH:5][C:4]=1[C:11]1[N:12]([CH2:24][CH:25]([CH3:27])[CH3:26])[N:13]=[C:14]2[C:19]=1[CH:18]=[CH:17][CH:16]=[C:15]2[F:20], predict the reactants needed to synthesize it. The reactants are: [CH3:1][O:2][C:3]1[CH:8]=[C:7]([O:9][CH3:10])[CH:6]=[CH:5][C:4]=1[C:11]1[C:19]2[C:14](=[C:15]([F:20])[CH:16]=[CH:17][CH:18]=2)[NH:13][N:12]=1.[H-].[Na+].I[CH2:24][CH:25]([CH3:27])[CH3:26]. (5) Given the product [C:1]([C:3]1[C:11]([O:12][CH3:13])=[CH:10][C:6]([C:7]([O:9][CH3:19])=[O:8])=[C:5]([F:14])[CH:4]=1)#[N:2], predict the reactants needed to synthesize it. The reactants are: [C:1]([C:3]1[C:11]([O:12][CH3:13])=[CH:10][C:6]([C:7]([OH:9])=[O:8])=[C:5]([F:14])[CH:4]=1)#[N:2].O=S(Cl)Cl.[CH3:19]O. (6) The reactants are: [NH:1]1[CH2:5][CH2:4][C:3]2([CH2:11][CH:10]3[N:12]([C:13]([O:15][C:16]([CH3:19])([CH3:18])[CH3:17])=[O:14])[CH:7]([CH2:8][CH2:9]3)[CH2:6]2)[CH2:2]1.Br[C:21]1[CH:28]=[CH:27][C:24]([C:25]#[N:26])=[CH:23][N:22]=1.CC(C1C=C(C(C)C)C(C2C=CC=CC=2P(C2CCCCC2)C2CCCCC2)=C(C(C)C)C=1)C.[O-]P([O-])([O-])=O.[K+].[K+].[K+]. Given the product [C:25]([C:24]1[CH:27]=[CH:28][C:21]([N:1]2[CH2:5][CH2:4][C:3]3([CH2:11][CH:10]4[N:12]([C:13]([O:15][C:16]([CH3:19])([CH3:18])[CH3:17])=[O:14])[CH:7]([CH2:8][CH2:9]4)[CH2:6]3)[CH2:2]2)=[N:22][CH:23]=1)#[N:26], predict the reactants needed to synthesize it. (7) Given the product [CH2:5]([O:12][C:13]1[CH:23]=[C:17]2[C:16](=[CH:15][CH:14]=1)[N:24]1[N:25]=[N:26][N:27]=[C:28]1[CH:29]=[C:18]2[OH:20])[C:6]1[CH:11]=[CH:10][CH:9]=[CH:8][CH:7]=1, predict the reactants needed to synthesize it. The reactants are: [O-]CC.[K+].[CH2:5]([O:12][C:13]1[CH:14]=[CH:15][C:16]([N:24]2[C:28]([CH3:29])=[N:27][N:26]=[N:25]2)=[C:17]([CH:23]=1)[C:18]([O:20]CC)=O)[C:6]1[CH:11]=[CH:10][CH:9]=[CH:8][CH:7]=1.O.[Cl-].[NH4+]. (8) Given the product [CH3:8][CH:7]([N:10]1[CH:5]=[CH:2][C:3]([NH2:4])=[N:11]1)[CH3:9], predict the reactants needed to synthesize it. The reactants are: Cl[C:2](=[CH2:5])[C:3]#[N:4].Cl.[CH:7]([NH:10][NH2:11])([CH3:9])[CH3:8].C(=O)([O-])[O-].[K+].[K+].